From a dataset of Full USPTO retrosynthesis dataset with 1.9M reactions from patents (1976-2016). Predict the reactants needed to synthesize the given product. (1) Given the product [CH3:43][O:42][CH2:38][NH:36][C:15](=[O:17])[C:13]1[CH:12]=[CH:11][C:10]([O:18][CH3:19])=[C:9]([N:8]([C:20]([O:22][C:23]([CH3:26])([CH3:25])[CH3:24])=[O:21])[C:6]([O:5][C:1]([CH3:2])([CH3:3])[CH3:4])=[O:7])[N:14]=1, predict the reactants needed to synthesize it. The reactants are: [C:1]([O:5][C:6]([N:8]([C:20]([O:22][C:23]([CH3:26])([CH3:25])[CH3:24])=[O:21])[C:9]1[N:14]=[C:13]([C:15]([OH:17])=O)[CH:12]=[CH:11][C:10]=1[O:18][CH3:19])=[O:7])([CH3:4])([CH3:3])[CH3:2].Cl.C(N=C=NCCC[N:36]([CH3:38])C)C.Cl.CN[O:42][CH3:43].ON1C2C=CC=CC=2N=N1.C(N(C(C)C)CC)(C)C. (2) Given the product [Cl:18][C:15]1[CH:16]=[CH:17][C:9]2[O:8][CH:7]([C:19]([F:21])([F:20])[F:22])[C:6]([C:4]([OH:5])=[O:3])=[C:11]([CH2:12][CH3:13])[C:10]=2[CH:14]=1, predict the reactants needed to synthesize it. The reactants are: C([O:3][C:4]([C:6]1[CH:7]([C:19]([F:22])([F:21])[F:20])[O:8][C:9]2[CH:17]=[CH:16][C:15]([Cl:18])=[CH:14][C:10]=2[C:11]=1[CH:12]=[CH2:13])=[O:5])C.[H][H]. (3) Given the product [C:16]1([C:2]([P:33]([CH:40]2[CH2:41][CH2:42][CH2:43][CH2:44][CH2:45]2)[CH:34]2[CH2:39][CH2:38][CH2:37][CH2:36][CH2:35]2)=[C:3]([C:10]2[CH:15]=[CH:14][CH:13]=[CH:12][CH:11]=2)[C:4]2[CH:9]=[CH:8][CH:7]=[CH:6][CH:5]=2)[CH:21]=[CH:20][CH:19]=[CH:18][CH:17]=1, predict the reactants needed to synthesize it. The reactants are: Br[C:2]([C:16]1[CH:21]=[CH:20][CH:19]=[CH:18][CH:17]=1)=[C:3]([C:10]1[CH:15]=[CH:14][CH:13]=[CH:12][CH:11]=1)[C:4]1[CH:9]=[CH:8][CH:7]=[CH:6][CH:5]=1.[Mg].II.BrC1C=CC=CC=1.Cl[P:33]([CH:40]1[CH2:45][CH2:44][CH2:43][CH2:42][CH2:41]1)[CH:34]1[CH2:39][CH2:38][CH2:37][CH2:36][CH2:35]1. (4) Given the product [F:15][C:12]([F:13])([F:14])[C:10]1[N:11]=[C:4]2[C:3]([CH:2]=[O:1])=[CH:8][CH:7]=[CH:6][N:5]2[CH:9]=1, predict the reactants needed to synthesize it. The reactants are: [OH:1][CH2:2][C:3]1[C:4]2[N:5]([CH:9]=[C:10]([C:12]([F:15])([F:14])[F:13])[N:11]=2)[CH:6]=[CH:7][CH:8]=1.[K+].[Br-]. (5) Given the product [NH:1]1[C:9]2[C:4](=[CH:5][C:6]([C:10]([O:12][CH3:13])=[O:11])=[CH:7][CH:8]=2)[CH2:3][CH2:2]1, predict the reactants needed to synthesize it. The reactants are: [NH:1]1[C:9]2[C:4](=[CH:5][C:6]([C:10]([O:12][CH3:13])=[O:11])=[CH:7][CH:8]=2)[CH:3]=[CH:2]1.C([BH3-])#N.[Na+].O.[OH-].[Na+]. (6) Given the product [OH:26][NH:25][C:19](=[O:20])/[CH:18]=[CH:17]/[C:16]1[C:11]([CH2:10][NH:9][C:5]2[CH:6]=[CH:7][CH:8]=[C:3]([C:2]([F:24])([F:23])[F:1])[CH:4]=2)=[N:12][CH:13]=[CH:14][CH:15]=1, predict the reactants needed to synthesize it. The reactants are: [F:1][C:2]([F:24])([F:23])[C:3]1[CH:4]=[C:5]([NH:9][CH2:10][C:11]2[C:16](/[CH:17]=[CH:18]/[C:19](OC)=[O:20])=[CH:15][CH:14]=[CH:13][N:12]=2)[CH:6]=[CH:7][CH:8]=1.[NH2:25][OH:26].[OH-].[Na+]. (7) Given the product [ClH:19].[ClH:19].[NH2:10][C:9]([NH2:11])=[NH:8].[NH2:10][C:9]([NH2:11])=[NH:8], predict the reactants needed to synthesize it. The reactants are: C([NH:8][C:9](=[N:11]C(OC(C)(C)C)=O)[NH2:10])(OC(C)(C)C)=O.[ClH:19]. (8) Given the product [OH:3][C:4]1[CH:46]=[CH:45][C:7]2[N:8]([CH2:19][CH2:20][CH2:21][CH2:22][CH2:23][CH2:24][CH2:25][CH2:26][CH:27]([CH2:33][CH2:34][CH2:35][CH2:36][CH2:37][C:38]([F:44])([F:43])[C:39]([F:40])([F:41])[F:42])[C:28]([OH:30])=[O:29])[C@H:9]([C:12]3[CH:17]=[CH:16][C:15]([OH:18])=[CH:14][CH:13]=3)[CH2:10][O:11][C:6]=2[CH:5]=1, predict the reactants needed to synthesize it. The reactants are: [OH-].[Na+].[OH:3][C:4]1[CH:46]=[CH:45][C:7]2[N:8]([CH2:19][CH2:20][CH2:21][CH2:22][CH2:23][CH2:24][CH2:25][CH2:26][CH:27]([CH2:33][CH2:34][CH2:35][CH2:36][CH2:37][C:38]([F:44])([F:43])[C:39]([F:42])([F:41])[F:40])[C:28]([O:30]CC)=[O:29])[C@H:9]([C:12]3[CH:17]=[CH:16][C:15]([OH:18])=[CH:14][CH:13]=3)[CH2:10][O:11][C:6]=2[CH:5]=1.Cl.C(OCC)(=O)C.CCCCCC.